From a dataset of Full USPTO retrosynthesis dataset with 1.9M reactions from patents (1976-2016). Predict the reactants needed to synthesize the given product. (1) Given the product [C:7]([O:11][C:12](=[O:19])[NH:13][C@@H:14]1[CH2:18][CH2:17][N:16]([C:3](=[O:4])[C@H:2]([OH:1])[CH3:6])[CH2:15]1)([CH3:10])([CH3:8])[CH3:9], predict the reactants needed to synthesize it. The reactants are: [OH:1][C@H:2]([CH3:6])[C:3](O)=[O:4].[C:7]([O:11][C:12](=[O:19])[NH:13][C@@H:14]1[CH2:18][CH2:17][NH:16][CH2:15]1)([CH3:10])([CH3:9])[CH3:8].CN(C(ON1N=NC2C=CC=CC1=2)=[N+](C)C)C.F[P-](F)(F)(F)(F)F.CCN(C(C)C)C(C)C. (2) Given the product [CH3:16][C:13]1([CH3:15])[C:12]([CH3:17])([CH3:18])[O:11][B:10]([C:22]2[CH:30]=[C:29]3[C:25]([C:26]([NH:39][C:40](=[O:44])[CH2:41][CH2:42][CH3:43])=[N:27][N:28]3[CH2:31][O:32][CH2:33][CH2:34][Si:35]([CH3:38])([CH3:36])[CH3:37])=[CH:24][CH:23]=2)[O:14]1, predict the reactants needed to synthesize it. The reactants are: [B:10]1([B:10]2[O:14][C:13]([CH3:16])([CH3:15])[C:12]([CH3:18])([CH3:17])[O:11]2)[O:14][C:13]([CH3:16])([CH3:15])[C:12]([CH3:18])([CH3:17])[O:11]1.[F-].[Cs+].Cl[C:22]1[CH:30]=[C:29]2[C:25]([C:26]([NH:39][C:40](=[O:44])[CH2:41][CH2:42][CH3:43])=[N:27][N:28]2[CH2:31][O:32][CH2:33][CH2:34][Si:35]([CH3:38])([CH3:37])[CH3:36])=[CH:24][CH:23]=1.C(OCC)(=O)C. (3) Given the product [CH2:17]([NH:19][C:20](=[O:38])[C:21]1[CH:26]=[C:25]([C:2]2[CH:10]=[C:9]3[C:5]([C:6]([C:11]4[CH:16]=[CH:15][CH:14]=[CH:13][N:12]=4)=[N:7][NH:8]3)=[CH:4][CH:3]=2)[C:24]([CH3:36])=[C:23]([F:37])[CH:22]=1)[CH3:18], predict the reactants needed to synthesize it. The reactants are: Br[C:2]1[CH:10]=[C:9]2[C:5]([C:6]([C:11]3[CH:16]=[CH:15][CH:14]=[CH:13][N:12]=3)=[N:7][NH:8]2)=[CH:4][CH:3]=1.[CH2:17]([NH:19][C:20](=[O:38])[C:21]1[CH:26]=[C:25](B2OC(C)(C)C(C)(C)O2)[C:24]([CH3:36])=[C:23]([F:37])[CH:22]=1)[CH3:18].C(=O)([O-])O.[Na+]. (4) Given the product [CH3:44][S:45]([OH:48])(=[O:47])=[O:46].[C:1]([N:4]1[CH2:9][CH2:8][CH:7]([N:10]2[C:23](=[O:24])[C@H:22]([NH2:25])[CH2:21][C:20]3[CH:19]=[CH:18][C:17]4[NH:16][N:15]=[CH:14][C:13]=4[C:12]=3[CH2:11]2)[CH2:6][CH2:5]1)(=[O:3])[CH3:2], predict the reactants needed to synthesize it. The reactants are: [C:1]([N:4]1[CH2:9][CH2:8][CH:7]([N:10]2[C:23](=[O:24])[C@H:22]([NH:25]C(=O)OCC3C=CC=CC=3)[CH2:21][C:20]3[CH:19]=[CH:18][C:17]4[NH:16][N:15]=[CH:14][C:13]=4[C:12]=3[CH2:11]2)[CH2:6][CH2:5]1)(=[O:3])[CH3:2].C1(OC)C=CC=CC=1.[CH3:44][S:45]([OH:48])(=[O:47])=[O:46].